The task is: Regression. Given a target protein amino acid sequence and a drug SMILES string, predict the binding affinity score between them. We predict pIC50 (pIC50 = -log10(IC50 in M); higher means more potent). Dataset: bindingdb_ic50.. This data is from Drug-target binding data from BindingDB using IC50 measurements. The drug is O=c1cc(O)n(-c2cccc(Cl)c2)n1-c1cccc(Cl)c1. The target protein (P08373) has sequence MNHSLKPWNTFGIDHNAQHIVCAEDEQQLLNAWQYATAEGQPVLILGEGSNVLFLEDYRGTVIINRIKGIEIHDEPDAWYLHVGAGENWHRLVKYTLQEGMPGLENLALIPGCVGSSPIQNIGAYGVELQRVCAYVDSVELATGKQVRLTAKECRFGYRDSIFKHEYQDRFAIVAVGLRLPKEWQPVLTYGDLTRLDPTTVTPQQVFNAVCHMRTTKLPDPKVNGNAGSFFKNPVVSAETAKALLSQFPTAPNYPQADGSVKLAAGWLIDQCQLKGMQIGGAAVHRQQALVLINEDNAKSEDVVQLAHHVRQKVGEKFNVWLEPEVRFIGASGEVSAVETIS. The pIC50 is 4.2.